From a dataset of Reaction yield outcomes from USPTO patents with 853,638 reactions. Predict the reaction yield, written as a fraction of the theoretical maximum amount of product (1.0 means a 100% yield; for example, 0.34 means a 34% yield). (1) The catalyst is CCO.[OH-].[Na+]. The yield is 0.700. The reactants are [OH:1]O.C([C:5]1[C:14](=O)[C:13]2[C:8](=[CH:9][CH:10]=[CH:11][CH:12]=2)[NH:7][C:6]=1CCCCCCC)=O. The product is [NH:7]1[C:8]2[C:13](=[CH:12][CH:11]=[CH:10][CH:9]=2)[CH:14]=[CH:5][C:6]1=[O:1]. (2) The reactants are [C:1]([OH:20])(=[O:19])[CH2:2][CH2:3][CH2:4][CH2:5][CH2:6][CH2:7][CH2:8]/[CH:9]=[CH:10]\[CH2:11][CH2:12][CH2:13][CH2:14][CH2:15][CH2:16][CH2:17][CH3:18].[CH2:21](O)[CH3:22]. No catalyst specified. The product is [C:1]([O:20][CH2:21][CH3:22])(=[O:19])[CH2:2][CH2:3][CH2:4][CH2:5][CH2:6][CH2:7][CH2:8]/[CH:9]=[CH:10]\[CH2:11][CH2:12][CH2:13][CH2:14][CH2:15][CH2:16][CH2:17][CH3:18]. The yield is 1.00. (3) The reactants are [CH2:1]([O:3][C:4](=[O:23])[CH2:5][CH:6]1[CH2:13][CH:12]2[N:14]([C:15]([O:17][C:18]([CH3:21])(C)C)=[O:16])[CH:8]([CH2:9][O:10][CH2:11]2)[C:7]1=[O:22])[CH3:2].FC(F)(F)C(O)=O.C(=O)([O-])[O-].[K+].[K+].C(N(CC)C(C)C)(C)C.ClC(OC[C:51]1[CH:56]=[CH:55]C=[CH:53][CH:52]=1)=O. The catalyst is CN(C)C=O.ClCCl. The product is [CH2:1]([O:3][C:4](=[O:23])[CH2:5][CH:6]1[CH2:13][CH:12]2[N:14]([C:15]([O:17][CH2:18][C:21]3[CH:55]=[CH:56][CH:51]=[CH:52][CH:53]=3)=[O:16])[CH:8]([CH2:9][O:10][CH2:11]2)[C:7]1=[O:22])[CH3:2]. The yield is 0.900.